This data is from NCI-60 drug combinations with 297,098 pairs across 59 cell lines. The task is: Regression. Given two drug SMILES strings and cell line genomic features, predict the synergy score measuring deviation from expected non-interaction effect. Drug 1: CC12CCC(CC1=CCC3C2CCC4(C3CC=C4C5=CN=CC=C5)C)O. Drug 2: C1=CC(=CC=C1CCC2=CNC3=C2C(=O)NC(=N3)N)C(=O)NC(CCC(=O)O)C(=O)O. Cell line: CAKI-1. Synergy scores: CSS=12.8, Synergy_ZIP=-4.37, Synergy_Bliss=-2.60, Synergy_Loewe=-1.72, Synergy_HSA=-0.694.